From a dataset of Forward reaction prediction with 1.9M reactions from USPTO patents (1976-2016). Predict the product of the given reaction. (1) Given the reactants [C:1]([N:8](C)[CH:9]1[CH2:14][CH2:13][CH:12]([N:15]([CH2:28][C:29]2[CH:30]=[C:31](B(O)O)[CH:32]=[CH:33][C:34]=2[O:35][CH2:36][CH3:37])[C:16]([C:18]2[S:22][C:21]3[CH:23]=[CH:24][CH:25]=[CH:26][C:20]=3[C:19]=2[Cl:27])=[O:17])[CH2:11][CH2:10]1)(OC(C)(C)C)=O.Br[C:43]1[CH:44]=[N:45][CH:46]=[N:47][CH:48]=1, predict the reaction product. The product is: [ClH:27].[ClH:27].[CH2:36]([O:35][C:34]1[CH:33]=[CH:32][C:31]([C:43]2[CH:44]=[N:45][CH:46]=[N:47][CH:48]=2)=[CH:30][C:29]=1[CH2:28][N:15]([CH:12]1[CH2:11][CH2:10][CH:9]([NH:8][CH3:1])[CH2:14][CH2:13]1)[C:16]([C:18]1[S:22][C:21]2[CH:23]=[CH:24][CH:25]=[CH:26][C:20]=2[C:19]=1[Cl:27])=[O:17])[CH3:37]. (2) Given the reactants [C:1]([C:3]1[CH:4]=[N:5][N:6]2[C:11]([C:12]([F:15])([F:14])[F:13])=[CH:10][C:9]([C:16]3[CH:21]=[CH:20][C:19]([C:22]([F:25])([F:24])[F:23])=[CH:18][CH:17]=3)=[N:8][C:7]=12)#[CH:2].[NH2:26][C:27]1[C:32]([CH3:33])=[CH:31][C:30](Br)=[CH:29][N:28]=1, predict the reaction product. The product is: [CH3:33][C:32]1[C:27]([NH2:26])=[N:28][CH:29]=[C:30]([C:2]#[C:1][C:3]2[CH:4]=[N:5][N:6]3[C:11]([C:12]([F:14])([F:13])[F:15])=[CH:10][C:9]([C:16]4[CH:21]=[CH:20][C:19]([C:22]([F:25])([F:24])[F:23])=[CH:18][CH:17]=4)=[N:8][C:7]=23)[CH:31]=1. (3) Given the reactants [CH:1]1([N:7]2[C:11]([NH2:12])=[C:10]([CH3:13])[C:9]([CH3:14])=[N:8]2)[CH2:6][CH2:5][CH2:4][CH2:3][CH2:2]1.[OH-].[Na+].Cl[C:18]([O:20][C:21]1[CH:26]=[CH:25][CH:24]=[CH:23][CH:22]=1)=[O:19], predict the reaction product. The product is: [CH:1]1([N:7]2[C:11]([NH:12][C:18](=[O:19])[O:20][C:21]3[CH:26]=[CH:25][CH:24]=[CH:23][CH:22]=3)=[C:10]([CH3:13])[C:9]([CH3:14])=[N:8]2)[CH2:2][CH2:3][CH2:4][CH2:5][CH2:6]1. (4) Given the reactants [OH:1][CH2:2][C@@H:3]1[CH2:8][C:7]([C:9]2[N:10]=[C:11]([S:14][CH2:15][C:16]3[CH:21]=[CH:20][C:19]([O:22][CH3:23])=[CH:18][CH:17]=3)[S:12][CH:13]=2)=[CH:6][CH2:5][N:4]1[C:24]([O:26][CH2:27][CH:28]=[CH2:29])=[O:25].ClS([N:34]=[C:35]=[O:36])(=O)=O.O.C(OCC)(=O)C, predict the reaction product. The product is: [NH2:34][C:35]([O:1][CH2:2][C@@H:3]1[CH2:8][C:7]([C:9]2[N:10]=[C:11]([S:14][CH2:15][C:16]3[CH:17]=[CH:18][C:19]([O:22][CH3:23])=[CH:20][CH:21]=3)[S:12][CH:13]=2)=[CH:6][CH2:5][N:4]1[C:24]([O:26][CH2:27][CH:28]=[CH2:29])=[O:25])=[O:36]. (5) Given the reactants [Cl:1][CH2:2][CH2:3][CH2:4][CH2:5][OH:6].[N+:7]([C:10]1[CH:18]=[CH:17][C:13]([C:14](Cl)=[O:15])=[CH:12][CH:11]=1)([O-:9])=[O:8], predict the reaction product. The product is: [N+:7]([C:10]1[CH:11]=[CH:12][C:13]([C:14]([O:6][CH2:5][CH2:4][CH2:3][CH2:2][Cl:1])=[O:15])=[CH:17][CH:18]=1)([O-:9])=[O:8]. (6) Given the reactants [F:1][C:2]([F:22])([F:21])[C:3]1[CH:8]=[CH:7][CH:6]=[CH:5][C:4]=1[C:9]1[N:10]=[C:11]2[C:16]([C:17](O)=[O:18])=[CH:15][CH:14]=[N:13][N:12]2[CH:20]=1.[S:23]1[CH:27]=[CH:26][N:25]=[C:24]1[NH2:28].C(N(CC)C(C)C)(C)C.C[NH3+].F[P-](F)(F)(F)(F)F.N1(OC(N(C)C)=[N+](C)C)C2N=CC=CC=2N=N1.F[P-](F)(F)(F)(F)F, predict the reaction product. The product is: [S:23]1[CH:27]=[CH:26][N:25]=[C:24]1[NH:28][C:17]([C:16]1[C:11]2[N:12]([CH:20]=[C:9]([C:4]3[CH:5]=[CH:6][CH:7]=[CH:8][C:3]=3[C:2]([F:21])([F:22])[F:1])[N:10]=2)[N:13]=[CH:14][CH:15]=1)=[O:18]. (7) Given the reactants [CH:1]12[O:8][CH:7]1[CH2:6][CH2:5][N:4]([C:9]([O:11][CH2:12][C:13]1[CH:18]=[CH:17][CH:16]=[CH:15][CH:14]=1)=[O:10])[CH2:3][CH2:2]2.O.CN(C=O)C.[N-:25]=[N+:26]=[N-:27].[Na+], predict the reaction product. The product is: [N:25]([CH:1]1[CH:7]([OH:8])[CH2:6][CH2:5][N:4]([C:9]([O:11][CH2:12][C:13]2[CH:18]=[CH:17][CH:16]=[CH:15][CH:14]=2)=[O:10])[CH2:3][CH2:2]1)=[N+:26]=[N-:27].